This data is from Full USPTO retrosynthesis dataset with 1.9M reactions from patents (1976-2016). The task is: Predict the reactants needed to synthesize the given product. Given the product [CH3:3][C:2]([C@H:4]1[C@@H:8]2[C@@H:9]3[C@@:22]([CH3:25])([CH2:23][CH2:24][C@@:7]2([CH:31]=[O:32])[CH2:6][CH2:5]1)[C@@:21]1([CH3:26])[C@@H:12]([C@:13]2([CH3:30])[C@@H:18]([CH2:19][CH2:20]1)[C:17]([CH3:28])([CH3:27])[C:16](=[O:29])[CH2:15][CH2:14]2)[CH2:11][CH2:10]3)=[CH2:1], predict the reactants needed to synthesize it. The reactants are: [CH3:1][C:2]([C@H:4]1[C@@H:8]2[C@@H:9]3[C@@:22]([CH3:25])([CH2:23][CH2:24][C@@:7]2([CH2:31][OH:32])[CH2:6][CH2:5]1)[C@@:21]1([CH3:26])[C@@H:12]([C@:13]2([CH3:30])[C@@H:18]([CH2:19][CH2:20]1)[C:17]([CH3:28])([CH3:27])[C@@H:16]([OH:29])[CH2:15][CH2:14]2)[CH2:11][CH2:10]3)=[CH2:3].CC(C)=O.